From a dataset of Reaction yield outcomes from USPTO patents with 853,638 reactions. Predict the reaction yield, written as a fraction of the theoretical maximum amount of product (1.0 means a 100% yield; for example, 0.34 means a 34% yield). (1) The reactants are [CH3:1][O:2][C:3]([C:5]1[C:10]([Cl:11])=[C:9](S(C)(=O)=O)[N:8]=[C:7]([C:16]2[CH:21]=[CH:20][C:19]([Cl:22])=[C:18]([O:23][CH2:24][CH3:25])[C:17]=2[F:26])[N:6]=1)=[O:4].[NH3:27].CO. The catalyst is O1CCOCC1. The product is [CH3:1][O:2][C:3]([C:5]1[C:10]([Cl:11])=[C:9]([NH2:27])[N:8]=[C:7]([C:16]2[CH:21]=[CH:20][C:19]([Cl:22])=[C:18]([O:23][CH2:24][CH3:25])[C:17]=2[F:26])[N:6]=1)=[O:4]. The yield is 0.540. (2) The yield is 0.430. The product is [F:27][C:23]1[CH:22]=[C:21]2[C:26]([C:18]([C:15]3[CH:16]=[CH:17][C:11]4[O:10][C:9]([CH2:8][NH2:7])=[N:13][C:12]=4[CH:14]=3)=[CH:19][NH:20]2)=[CH:25][CH:24]=1. The catalyst is CO. The reactants are C(OC(=O)[NH:7][CH2:8][C:9]1[O:10][C:11]2[CH:17]=[CH:16][C:15]([C:18]3[C:26]4[C:21](=[CH:22][C:23]([F:27])=[CH:24][CH:25]=4)[NH:20][CH:19]=3)=[CH:14][C:12]=2[N:13]=1)(C)(C)C.Cl.CCOCC. (3) The yield is 0.850. The reactants are [F:1][C:2]1[CH:3]=[CH:4][C:5]([C:8]2[C:12]([CH2:13][CH2:14][C:15]3[S:16][C:17]([C:21]([OH:23])=O)=[C:18]([CH3:20])[N:19]=3)=[C:11]([CH3:24])[O:10][N:9]=2)=[N:6][CH:7]=1.[NH2:25][CH2:26][CH:27]1[CH2:29][CH2:28]1. The product is [CH:27]1([CH2:26][NH:25][C:21]([C:17]2[S:16][C:15]([CH2:14][CH2:13][C:12]3[C:8]([C:5]4[CH:4]=[CH:3][C:2]([F:1])=[CH:7][N:6]=4)=[N:9][O:10][C:11]=3[CH3:24])=[N:19][C:18]=2[CH3:20])=[O:23])[CH2:29][CH2:28]1. No catalyst specified. (4) The reactants are [CH3:1][C:2]1[N:29]=[C:5]2[NH:6][C:7](=[O:28])[C:8]([CH2:13][C:14]3[CH:19]=[CH:18][C:17]([C:20]4[C:21]([C:26]#[N:27])=[CH:22][CH:23]=[CH:24][CH:25]=4)=[CH:16][CH:15]=3)=[C:9]([CH2:10][CH2:11][CH3:12])[N:4]2[N:3]=1.Br[CH2:31][C:32]([CH3:43])([CH3:42])[CH2:33][O:34][Si:35]([C:38]([CH3:41])([CH3:40])[CH3:39])([CH3:37])[CH3:36].C(=O)([O-])[O-].[Cs+].[Cs+].CN(C)C(=O)C. The catalyst is C(OCC)(=O)C. The product is [Si:35]([O:34][CH2:33][C:32]([CH3:43])([CH3:42])[CH2:31][N:6]1[C:7](=[O:28])[C:8]([CH2:13][C:14]2[CH:19]=[CH:18][C:17]([C:20]3[C:21]([C:26]#[N:27])=[CH:22][CH:23]=[CH:24][CH:25]=3)=[CH:16][CH:15]=2)=[C:9]([CH2:10][CH2:11][CH3:12])[N:4]2[N:3]=[C:2]([CH3:1])[N:29]=[C:5]12)([C:38]([CH3:39])([CH3:40])[CH3:41])([CH3:36])[CH3:37]. The yield is 0.280. (5) The reactants are [CH3:1][O:2][C:3]1[C:12]([O:13][CH2:14][CH2:15][O:16][CH3:17])=[CH:11][C:6]([C:7]([O:9][CH3:10])=[O:8])=[C:5]([N+:18]([O-])=O)[CH:4]=1.[H][H]. The catalyst is CCOC(C)=O.[Pd]. The product is [NH2:18][C:5]1[CH:4]=[C:3]([O:2][CH3:1])[C:12]([O:13][CH2:14][CH2:15][O:16][CH3:17])=[CH:11][C:6]=1[C:7]([O:9][CH3:10])=[O:8]. The yield is 0.930.